This data is from Catalyst prediction with 721,799 reactions and 888 catalyst types from USPTO. The task is: Predict which catalyst facilitates the given reaction. (1) Reactant: [N:1]1[CH:6]=[CH:5][C:4]([N:7]2[CH2:12][CH2:11][CH2:10][CH:9]([C:13]([O:15]CC)=[O:14])[CH2:8]2)=[CH:3][CH:2]=1.[ClH:18]. Product: [ClH:18].[N:1]1[CH:2]=[CH:3][C:4]([N:7]2[CH2:12][CH2:11][CH2:10][CH:9]([C:13]([OH:15])=[O:14])[CH2:8]2)=[CH:5][CH:6]=1. The catalyst class is: 12. (2) Product: [Cl:1][C:2]1[CH:7]=[CH:6][C:5]([C:8]2([CH2:9][S:10][CH2:11][C:12]([O:14][CH2:15][CH3:16])=[O:13])[O:21][CH2:20][C:19]([CH3:24])([CH3:22])[CH2:18][O:17]2)=[CH:4][CH:3]=1. The catalyst class is: 11. Reactant: [Cl:1][C:2]1[CH:7]=[CH:6][C:5]([C:8](=[O:17])[CH2:9][S:10][CH2:11][C:12]([O:14][CH2:15][CH3:16])=[O:13])=[CH:4][CH:3]=1.[CH3:18][C:19]([CH3:24])([CH2:22]O)[CH2:20][OH:21].C1(C)C=CC(S(O)(=O)=O)=CC=1. (3) Reactant: [CH2:1]([C:8]1[N:9]=[N:10][C:11]([C:16]2[CH2:17][CH2:18][NH:19][CH2:20][CH:21]=2)=[C:12]([CH3:15])[C:13]=1[CH3:14])[C:2]1[CH:7]=[CH:6][CH:5]=[CH:4][CH:3]=1.[CH3:22][O:23][C:24]([C:26]1[CH:31]=[N:30][C:29](Cl)=[CH:28][N:27]=1)=[O:25]. Product: [CH2:1]([C:8]1[N:9]=[N:10][C:11]([C:16]2[CH2:17][CH2:18][N:19]([C:29]3[N:30]=[CH:31][C:26]([C:24]([O:23][CH3:22])=[O:25])=[N:27][CH:28]=3)[CH2:20][CH:21]=2)=[C:12]([CH3:15])[C:13]=1[CH3:14])[C:2]1[CH:7]=[CH:6][CH:5]=[CH:4][CH:3]=1. The catalyst class is: 12. (4) Reactant: [CH2:1]([O:8][C:9]1[N:14]2[N:15]=[C:16]([CH3:23])[C:17]([C:18]([O:20]CC)=[O:19])=[C:13]2[CH:12]=[C:11]([CH3:24])[CH:10]=1)[C:2]1[CH:7]=[CH:6][CH:5]=[CH:4][CH:3]=1.[OH-].[Na+]. Product: [CH2:1]([O:8][C:9]1[N:14]2[N:15]=[C:16]([CH3:23])[C:17]([C:18]([OH:20])=[O:19])=[C:13]2[CH:12]=[C:11]([CH3:24])[CH:10]=1)[C:2]1[CH:7]=[CH:6][CH:5]=[CH:4][CH:3]=1. The catalyst class is: 12.